This data is from Peptide-MHC class II binding affinity with 134,281 pairs from IEDB. The task is: Regression. Given a peptide amino acid sequence and an MHC pseudo amino acid sequence, predict their binding affinity value. This is MHC class II binding data. (1) The peptide sequence is KMIGGIGGFIKVRQYDQIAI. The MHC is HLA-DQA10101-DQB10501 with pseudo-sequence HLA-DQA10101-DQB10501. The binding affinity (normalized) is 0.214. (2) The peptide sequence is ELNNALQNLARTISE. The MHC is HLA-DPA10201-DPB11401 with pseudo-sequence HLA-DPA10201-DPB11401. The binding affinity (normalized) is 0.0908. (3) The peptide sequence is RWLWGFLSRNKKPRI. The MHC is DRB1_1302 with pseudo-sequence DRB1_1302. The binding affinity (normalized) is 0.569. (4) The peptide sequence is YKLGPSPKARSERPA. The MHC is DRB1_1602 with pseudo-sequence DRB1_1602. The binding affinity (normalized) is 0.483. (5) The peptide sequence is RETQISKTNTQTYR. The MHC is DRB1_0404 with pseudo-sequence DRB1_0404. The binding affinity (normalized) is 0. (6) The peptide sequence is SQLVWMACHSMFE. The MHC is DRB1_0802 with pseudo-sequence DRB1_0802. The binding affinity (normalized) is 0.466. (7) The peptide sequence is IIFSQNMNIKLKMPL. The MHC is DRB1_0802 with pseudo-sequence DRB1_0802. The binding affinity (normalized) is 0.614.